Dataset: Full USPTO retrosynthesis dataset with 1.9M reactions from patents (1976-2016). Task: Predict the reactants needed to synthesize the given product. (1) Given the product [NH2:9][C:6]1[CH:7]=[CH:8][C:3]([C:1]#[N:2])=[C:4]([F:14])[C:5]=1[CH3:13], predict the reactants needed to synthesize it. The reactants are: [C:1]([C:3]1[CH:8]=[CH:7][C:6]([NH:9]C(=O)C)=[C:5]([CH3:13])[C:4]=1[F:14])#[N:2]. (2) Given the product [CH2:23]([O:22][C:20](=[O:21])[CH2:19][N:14]1[C:15]2[C:11](=[CH:10][CH:9]=[CH:8][C:7]=2[O:6][Si:5]([C:1]([CH3:4])([CH3:3])[CH3:2])([CH3:17])[CH3:16])[CH:12]=[CH:13]1)[CH3:24], predict the reactants needed to synthesize it. The reactants are: [C:1]([Si:5]([CH3:17])([CH3:16])[O:6][C:7]1[CH:8]=[CH:9][CH:10]=[C:11]2[C:15]=1[NH:14][CH:13]=[CH:12]2)([CH3:4])([CH3:3])[CH3:2].Br[CH2:19][C:20]([O:22][CH2:23][CH3:24])=[O:21].C(=O)([O-])[O-].[Cs+].[Cs+].